Regression. Given a target protein amino acid sequence and a drug SMILES string, predict the binding affinity score between them. We predict pKi (pKi = -log10(Ki in M); higher means stronger inhibition). Dataset: bindingdb_ki. From a dataset of Drug-target binding data from BindingDB using Ki measurements. The small molecule is CCOc1ccccc1O[C@@H](c1ccccc1)[C@@H]1CNCCO1. The target is MLLARMKPQVQPELGGADQ. The pKi is 8.3.